This data is from Reaction yield outcomes from USPTO patents with 853,638 reactions. The task is: Predict the reaction yield, written as a fraction of the theoretical maximum amount of product (1.0 means a 100% yield; for example, 0.34 means a 34% yield). The reactants are [CH3:1][C:2]([CH3:18])([CH3:17])[C@@H:3]([NH:5][CH2:6][CH2:7][C:8]([C:10]1[CH:15]=[CH:14][C:13]([F:16])=[CH:12][CH:11]=1)=[O:9])[CH3:4].C(N(CC)CC)C.[C:26](O[C:26]([O:28][C:29]([CH3:32])([CH3:31])[CH3:30])=[O:27])([O:28][C:29]([CH3:32])([CH3:31])[CH3:30])=[O:27]. The catalyst is C(Cl)Cl. The product is [CH3:18][C:2]([CH3:17])([CH3:1])[C@@H:3]([N:5]([CH2:6][CH2:7][C:8]([C:10]1[CH:15]=[CH:14][C:13]([F:16])=[CH:12][CH:11]=1)=[O:9])[C:26](=[O:27])[O:28][C:29]([CH3:32])([CH3:31])[CH3:30])[CH3:4]. The yield is 0.540.